From a dataset of Catalyst prediction with 721,799 reactions and 888 catalyst types from USPTO. Predict which catalyst facilitates the given reaction. (1) Reactant: Cl[C:2]1[CH:7]=[CH:6][N:5]=[C:4]([N:8]2[N:19]=[CH:18][C:17]3[C:16]4[CH2:15][C:14]([CH3:21])([CH3:20])[CH2:13][C:12]=4[S:11][C:10]=3[C:9]2=[O:22])[C:3]=1[CH:23]=[O:24].[CH3:25][O:26][CH2:27][CH2:28][N:29]1[CH2:34][CH2:33][N:32]2[N:35]=[C:36]([NH:38][C:39]3[C:40](=[O:55])[N:41]([CH3:54])[CH:42]=[C:43](B4OC(C)(C)C(C)(C)O4)[CH:44]=3)[CH:37]=[C:31]2[CH2:30]1.[O-]P([O-])([O-])=O.[K+].[K+].[K+].C([O-])(=O)C.[Na+]. Product: [CH3:20][C:14]1([CH3:21])[CH2:13][C:12]2[S:11][C:10]3[C:9](=[O:22])[N:8]([C:4]4[C:3]([CH:23]=[O:24])=[C:2]([C:43]5[CH:44]=[C:39]([NH:38][C:36]6[CH:37]=[C:31]7[CH2:30][N:29]([CH2:28][CH2:27][O:26][CH3:25])[CH2:34][CH2:33][N:32]7[N:35]=6)[C:40](=[O:55])[N:41]([CH3:54])[CH:42]=5)[CH:7]=[CH:6][N:5]=4)[N:19]=[CH:18][C:17]=3[C:16]=2[CH2:15]1. The catalyst class is: 712. (2) Reactant: [Si]([O:18][C:19]1[CH:57]=[CH:56][C:22]([O:23][CH2:24][C@@H:25]([OH:55])[CH2:26][NH:27][CH2:28][CH2:29][O:30][C:31]2[CH:54]=[CH:53][C:34]([NH:35][CH:36]3[CH2:41][CH2:40][N:39]([C:42]([NH:44][CH2:45][C:46]4[CH:51]=[CH:50][C:49]([F:52])=[CH:48][CH:47]=4)=[O:43])[CH2:38][CH2:37]3)=[CH:33][CH:32]=2)=[CH:21][CH:20]=1)(C(C)(C)C)(C1C=CC=CC=1)C1C=CC=CC=1. Product: [F:52][C:49]1[CH:48]=[CH:47][C:46]([CH2:45][NH:44][C:42]([N:39]2[CH2:38][CH2:37][CH:36]([NH:35][C:34]3[CH:33]=[CH:32][C:31]([O:30][CH2:29][CH2:28][NH:27][CH2:26][C@H:25]([OH:55])[CH2:24][O:23][C:22]4[CH:21]=[CH:20][C:19]([OH:18])=[CH:57][CH:56]=4)=[CH:54][CH:53]=3)[CH2:41][CH2:40]2)=[O:43])=[CH:51][CH:50]=1. The catalyst class is: 147. (3) Reactant: [C@@H:1]1([O:11][CH2:12][CH2:13][NH:14][C:15](=[O:32])[CH2:16][CH2:17][CH2:18][CH2:19][C:20]([NH:22][CH2:23][CH2:24][CH2:25][CH2:26][C@@H:27]([C:29]([OH:31])=O)[NH2:28])=[O:21])[O:9][C@@H:8]([CH3:10])[C@@H:6]([OH:7])[C@@H:4]([OH:5])[C@@H:2]1[OH:3].[B-](F)(F)(F)F.CN(C(O[N:46]1[C:51](=[O:52])[CH2:50][CH2:49][C:47]1=O)=[N+](C)C)C.[CH2:53]([O:60][C:61](=[O:68])[CH2:62][CH2:63][CH2:64][CH2:65][CH2:66][NH3+:67])[C:54]1[CH:59]=[CH:58][CH:57]=[CH:56][CH:55]=1. Product: [C@@H:1]1([O:11][CH2:12][CH2:13][NH:46][C:51](=[O:52])[CH2:50][CH2:49][CH2:47][CH2:19][C:20]([NH:28][C@H:27]([C:29]([NH:67][CH2:66][CH2:65][CH2:64][CH2:63][CH2:62][C:61]([O:60][CH2:53][C:54]2[CH:59]=[CH:58][CH:57]=[CH:56][CH:55]=2)=[O:68])=[O:31])[CH2:26][CH2:25][CH2:24][CH2:23][NH:22][C:20](=[O:21])[CH2:19][CH2:18][CH2:17][CH2:16][C:15](=[O:32])[NH:14][CH2:13][CH2:12][O:11][C@@H:1]2[O:9][C@@H:8]([CH3:10])[C@@H:6]([OH:7])[C@@H:4]([OH:5])[C@@H:2]2[OH:3])=[O:21])[O:9][C@@H:8]([CH3:10])[C@@H:6]([OH:7])[C@@H:4]([OH:5])[C@@H:2]1[OH:3]. The catalyst class is: 3. (4) Reactant: [Cl:1][C:2]1[CH:11]=[CH:10][C:5]2[N:6]=[C:7]([CH3:9])[O:8][C:4]=2[CH:3]=1.C1C(=O)N([Br:19])C(=O)C1. Product: [Br:19][CH2:9][C:7]1[O:8][C:4]2[CH:3]=[C:2]([Cl:1])[CH:11]=[CH:10][C:5]=2[N:6]=1. The catalyst class is: 53.